Dataset: Catalyst prediction with 721,799 reactions and 888 catalyst types from USPTO. Task: Predict which catalyst facilitates the given reaction. (1) Reactant: [CH2:1]([O:3][C:4]([CH:6]=[CH:7][C:8]1[CH:13]=[CH:12][C:11]([CH:14]2[CH2:19][CH2:18][N:17]([C:20]([O:22][C:23]([CH3:26])([CH3:25])[CH3:24])=[O:21])[CH2:16][CH:15]2[OH:27])=[CH:10][CH:9]=1)=[O:5])[CH3:2]. Product: [CH2:1]([O:3][C:4]([CH2:6][CH2:7][C:8]1[CH:9]=[CH:10][C:11]([CH:14]2[CH2:19][CH2:18][N:17]([C:20]([O:22][C:23]([CH3:26])([CH3:25])[CH3:24])=[O:21])[CH2:16][CH:15]2[OH:27])=[CH:12][CH:13]=1)=[O:5])[CH3:2]. The catalyst class is: 29. (2) Reactant: [CH:1]1[C:13]2[CH2:12][C:11]3[C:6](=[CH:7][CH:8]=[CH:9][CH:10]=3)[C:5]=2[CH:4]=[CH:3][CH:2]=1.C(Cl)(Cl)(Cl)Cl.[Br:19]Br. Product: [Br:19][CH:12]1[C:11]2[CH:10]=[CH:9][CH:8]=[CH:7][C:6]=2[C:5]2[C:13]1=[CH:1][CH:2]=[CH:3][CH:4]=2. The catalyst class is: 150. (3) Reactant: [F:1][C:2]([F:18])([F:17])[C:3]1[CH:8]=[C:7]([C:9]2[CH:14]=[CH:13][C:12]([CH2:15][NH2:16])=[CH:11][CH:10]=2)[CH:6]=[CH:5][N:4]=1.[N:19]1[CH:24]=[CH:23][N:22]=[CH:21][C:20]=1[C:25]1[CH:33]=[CH:32][C:28]([C:29](O)=[O:30])=[CH:27][CH:26]=1.CN(C(ON1N=NC2C=CC=NC1=2)=[N+](C)C)C.F[P-](F)(F)(F)(F)F.C(N(CC)C(C)C)(C)C. Product: [N:19]1[CH:24]=[CH:23][N:22]=[CH:21][C:20]=1[C:25]1[CH:26]=[CH:27][C:28]([C:29]([NH:16][CH2:15][C:12]2[CH:11]=[CH:10][C:9]([C:7]3[CH:6]=[CH:5][N:4]=[C:3]([C:2]([F:1])([F:17])[F:18])[CH:8]=3)=[CH:14][CH:13]=2)=[O:30])=[CH:32][CH:33]=1. The catalyst class is: 3. (4) Product: [C:7]1([C:1]2[CH:2]=[CH:3][CH:4]=[CH:5][CH:6]=2)[CH:8]=[CH:9][C:10]([O:13][P:22]2[O:26][C:25]([C:33]3[CH:38]=[CH:37][CH:36]=[CH:35][CH:34]=3)([C:27]3[CH:28]=[CH:29][CH:30]=[CH:31][CH:32]=3)[C:24]([C:39]3[CH:40]=[CH:41][CH:42]=[CH:43][CH:44]=3)([C:45]3[CH:46]=[CH:47][CH:48]=[CH:49][CH:50]=3)[O:23]2)=[CH:11][CH:12]=1. Reactant: [C:1]1([C:7]2[CH:12]=[CH:11][C:10]([OH:13])=[CH:9][CH:8]=2)[CH:6]=[CH:5][CH:4]=[CH:3][CH:2]=1.C(N(CC)CC)C.Cl[P:22]1[O:26][C:25]([C:33]2[CH:38]=[CH:37][CH:36]=[CH:35][CH:34]=2)([C:27]2[CH:32]=[CH:31][CH:30]=[CH:29][CH:28]=2)[C:24]([C:45]2[CH:50]=[CH:49][CH:48]=[CH:47][CH:46]=2)([C:39]2[CH:44]=[CH:43][CH:42]=[CH:41][CH:40]=2)[O:23]1. The catalyst class is: 11.